This data is from Peptide-MHC class I binding affinity with 185,985 pairs from IEDB/IMGT. The task is: Regression. Given a peptide amino acid sequence and an MHC pseudo amino acid sequence, predict their binding affinity value. This is MHC class I binding data. (1) The peptide sequence is KANPDVTLV. The MHC is Mamu-B8301 with pseudo-sequence Mamu-B8301. The binding affinity (normalized) is 0. (2) The peptide sequence is TMHQDVATF. The MHC is HLA-B57:01 with pseudo-sequence HLA-B57:01. The binding affinity (normalized) is 0.213.